From a dataset of Full USPTO retrosynthesis dataset with 1.9M reactions from patents (1976-2016). Predict the reactants needed to synthesize the given product. (1) Given the product [Cl:3][C:25]1[CH:24]=[CH:23][C:22]2[C:27]([CH:26]=1)=[C:28]1[C:19]([CH:18]=[CH:17][CH:16]=[CH:15]1)=[N:20][CH:21]=2, predict the reactants needed to synthesize it. The reactants are: P(Cl)(Cl)([Cl:3])=O.CN(C)C1C=CC=CC=1.[CH:15]1[C:28]2[C:19](=[N:20][CH:21]=[C:22]3[C:27]=2[CH:26]=[CH:25][CH:24]=[CH:23]3)[CH:18]=[CH:17][CH:16]=1. (2) Given the product [CH2:17]([O:16][C:14]([N:6]1[CH2:5][CH2:4][C:13]2[CH:12]=[C:11]([C:38]([F:41])([F:40])[F:39])[S:10][C:9]=2[CH2:8][CH2:7]1)=[O:15])[CH3:18], predict the reactants needed to synthesize it. The reactants are: C(O[C:4](=O)[CH2:5][N:6]([C:14]([O:16][CH2:17][CH3:18])=[O:15])[CH2:7][CH2:8][C:9]1[S:10][CH:11]=[CH:12][CH:13]=1)C.N1C=CC=CC=1C1C=CC=CN=1.[F-].[K+].C[Si]([C:38]([F:41])([F:40])[F:39])(C)C. (3) Given the product [F:24][C:23]([F:26])([F:25])[C:21]([OH:27])=[O:22].[S:13]1[C:14]2[CH:20]=[CH:19][CH:18]=[CH:17][C:15]=2[N:16]=[C:12]1[CH:10]1[CH2:9][NH:8][CH2:11]1, predict the reactants needed to synthesize it. The reactants are: C(OC([N:8]1[CH2:11][CH:10]([C:12]2[S:13][C:14]3[CH:20]=[CH:19][CH:18]=[CH:17][C:15]=3[N:16]=2)[CH2:9]1)=O)(C)(C)C.[C:21]([OH:27])([C:23]([F:26])([F:25])[F:24])=[O:22]. (4) Given the product [CH2:1]([O:5][C:6]1[C:15]2[C:10](=[CH:11][CH:12]=[C:13]([C:16]3[NH:42][N:41]=[N:40][N:17]=3)[CH:14]=2)[C:9](=[O:18])[N:8]([CH2:19][CH:20]([CH3:21])[CH3:22])[C:7]=1[CH2:23][NH:24][C:25](=[O:31])[O:26][C:27]([CH3:28])([CH3:30])[CH3:29])[CH2:2][CH2:3][CH3:4], predict the reactants needed to synthesize it. The reactants are: [CH2:1]([O:5][C:6]1[C:15]2[C:10](=[CH:11][CH:12]=[C:13]([C:16]#[N:17])[CH:14]=2)[C:9](=[O:18])[N:8]([CH2:19][CH:20]([CH3:22])[CH3:21])[C:7]=1[CH2:23][NH:24][C:25](=[O:31])[O:26][C:27]([CH3:30])([CH3:29])[CH3:28])[CH2:2][CH2:3][CH3:4].Cl.C(N(CC)CC)C.[N-:40]=[N+:41]=[N-:42].[Na+].O. (5) Given the product [CH3:14][N:11]1[CH2:12][CH2:13][N:8]([C:7]2[CH:6]=[CH:5][C:4]([NH:15][C:16]3[C:17]([C:32]([NH2:34])=[O:33])=[N:18][CH:19]=[C:20]([O:22][C:23]4[CH:28]=[CH:27][CH:26]=[C:25]([N+:29]([O-:31])=[O:30])[CH:24]=4)[N:21]=3)=[CH:3][C:2]=2[C:39]2[CH:40]=[CH:35][N:36]=[CH:37][CH:38]=2)[CH2:9][CH2:10]1, predict the reactants needed to synthesize it. The reactants are: Br[C:2]1[CH:3]=[C:4]([NH:15][C:16]2[C:17]([C:32]([NH2:34])=[O:33])=[N:18][CH:19]=[C:20]([O:22][C:23]3[CH:28]=[CH:27][CH:26]=[C:25]([N+:29]([O-:31])=[O:30])[CH:24]=3)[N:21]=2)[CH:5]=[CH:6][C:7]=1[N:8]1[CH2:13][CH2:12][N:11]([CH3:14])[CH2:10][CH2:9]1.[CH3:35][N:36]1[CH2:40][CH2:39][CH2:38][C:37]1=O.N1C=CC(B(O)O)=CC=1.C(=O)([O-])[O-].[Na+].[Na+]. (6) Given the product [Br:1][C:2]1[CH:3]=[C:4]([N+:9]([O-:11])=[O:10])[C:5]([N:15]2[CH2:16][CH2:17][O:18][C:13]([CH3:19])([CH3:12])[CH2:14]2)=[N:6][CH:7]=1, predict the reactants needed to synthesize it. The reactants are: [Br:1][C:2]1[CH:3]=[C:4]([N+:9]([O-:11])=[O:10])[C:5](Cl)=[N:6][CH:7]=1.[CH3:12][C:13]1([CH3:19])[O:18][CH2:17][CH2:16][NH:15][CH2:14]1. (7) Given the product [Cl:1][C:2]1[C:3]([N:39]2[CH2:38][CH2:37][C:35]3([CH2:34][NH:33][C:32](=[O:31])[CH2:36]3)[CH2:41][CH2:40]2)=[C:4]([F:28])[CH:5]=[C:6]2[C:11]=1[N:10]([CH:12]1[CH2:14][CH2:13]1)[CH:9]=[C:8]([C:15]([NH:17][CH2:18][C:19]1[CH:24]=[CH:23][C:22]([Cl:25])=[CH:21][C:20]=1[Cl:26])=[O:16])[C:7]2=[O:27], predict the reactants needed to synthesize it. The reactants are: [Cl:1][C:2]1[C:3](F)=[C:4]([F:28])[CH:5]=[C:6]2[C:11]=1[N:10]([CH:12]1[CH2:14][CH2:13]1)[CH:9]=[C:8]([C:15]([NH:17][CH2:18][C:19]1[CH:24]=[CH:23][C:22]([Cl:25])=[CH:21][C:20]=1[Cl:26])=[O:16])[C:7]2=[O:27].Cl.[O:31]=[C:32]1[CH2:36][C:35]2([CH2:41][CH2:40][NH:39][CH2:38][CH2:37]2)[CH2:34][NH:33]1.C(N(CC)C(C)C)(C)C.